Dataset: Full USPTO retrosynthesis dataset with 1.9M reactions from patents (1976-2016). Task: Predict the reactants needed to synthesize the given product. (1) Given the product [CH2:1]1[C:9]2[C:4](=[CH:5][CH:6]=[CH:7][CH:8]=2)[CH2:3][CH:2]1[CH2:10][C:12]1[CH:13]=[C:14]([C@@H:18]2[O:47][C@H:46]([CH2:48][OH:49])[C@@H:37]([OH:38])[C@H:28]([OH:29])[C@H:19]2[OH:20])[CH:15]=[CH:16][CH:17]=1, predict the reactants needed to synthesize it. The reactants are: [CH2:1]1[C:9]2[C:4](=[CH:5][CH:6]=[CH:7][CH:8]=2)[CH:3]=[C:2]1[C:10]([C:12]1[CH:17]=[CH:16][CH:15]=[C:14]([C@@H:18]2[O:47][C@H:46]([CH2:48][O:49]CC3C=CC=CC=3)[C@@H:37]([O:38]CC3C=CC=CC=3)[C@H:28]([O:29]CC3C=CC=CC=3)[C@H:19]2[O:20]CC2C=CC=CC=2)[CH:13]=1)=O.[H][H]. (2) Given the product [F:7][C:8]1[CH:13]=[C:12]([NH:14][C:15](=[O:16])[O:17][CH:18]([CH3:19])[CH3:20])[CH:11]=[C:10]([F:21])[C:9]=1/[CH:22]=[CH:23]/[CH2:24][OH:25], predict the reactants needed to synthesize it. The reactants are: [H-].[H-].[H-].[H-].[Li+].[Al+3].[F:7][C:8]1[CH:13]=[C:12]([NH:14][C:15]([O:17][CH:18]([CH3:20])[CH3:19])=[O:16])[CH:11]=[C:10]([F:21])[C:9]=1/[CH:22]=[CH:23]/[C:24](OC)=[O:25]. (3) Given the product [C:30]1([C:27]2[N:26]=[C:25]([NH:24][C:21]([C:19]3[CH:18]=[CH:17][C:16]4[N:12]([CH2:11][CH2:10][CH2:9][NH2:8])[CH:13]=[N:14][C:15]=4[CH:20]=3)=[O:23])[S:29][N:28]=2)[CH:31]=[CH:32][CH:33]=[CH:34][CH:35]=1, predict the reactants needed to synthesize it. The reactants are: C(OC([NH:8][CH2:9][CH2:10][CH2:11][N:12]1[C:16]2[CH:17]=[CH:18][C:19]([C:21]([OH:23])=O)=[CH:20][C:15]=2[N:14]=[CH:13]1)=O)(C)(C)C.[NH2:24][C:25]1[S:29][N:28]=[C:27]([C:30]2[CH:35]=[CH:34][CH:33]=[CH:32][CH:31]=2)[N:26]=1. (4) Given the product [F:18][C:16]1([F:19])[CH2:15][N:14]([C:20](=[O:30])[C@@H:21]([NH:25][C:26](=[O:29])[O:27][CH3:28])[CH:22]([CH3:24])[CH3:23])[C@H:13]([C:11]2[NH:12][C:8]([C:5]3[CH:6]=[CH:7][C:2]([B:34]4[O:35][C:36]([CH3:38])([CH3:37])[C:32]([CH3:48])([CH3:31])[O:33]4)=[CH:3][CH:4]=3)=[CH:9][N:10]=2)[CH2:17]1, predict the reactants needed to synthesize it. The reactants are: Br[C:2]1[CH:7]=[CH:6][C:5]([C:8]2[NH:12][C:11]([C@@H:13]3[CH2:17][C:16]([F:19])([F:18])[CH2:15][N:14]3[C:20](=[O:30])[C@@H:21]([NH:25][C:26](=[O:29])[O:27][CH3:28])[CH:22]([CH3:24])[CH3:23])=[N:10][CH:9]=2)=[CH:4][CH:3]=1.[CH3:31][C:32]1([CH3:48])[C:36]([CH3:38])([CH3:37])[O:35][B:34]([B:34]2[O:35][C:36]([CH3:38])([CH3:37])[C:32]([CH3:48])([CH3:31])[O:33]2)[O:33]1.C([O-])(=O)C.[K+]. (5) Given the product [CH3:10][O:8][C:7](=[O:9])[C@@H:2]([NH:1][C:16]([O:18][CH2:19][C:20]1[CH:25]=[CH:24][CH:23]=[CH:22][CH:21]=1)=[O:17])[CH2:3][CH2:4][S:5][CH3:6], predict the reactants needed to synthesize it. The reactants are: [NH2:1][C@H:2]([C:7]([OH:9])=[O:8])[CH2:3][CH2:4][S:5][CH3:6].[C:10](=O)(O)O.[Na].Cl[C:16]([O:18][CH2:19][C:20]1[CH:25]=[CH:24][CH:23]=[CH:22][CH:21]=1)=[O:17].